From a dataset of Full USPTO retrosynthesis dataset with 1.9M reactions from patents (1976-2016). Predict the reactants needed to synthesize the given product. (1) Given the product [NH2:25][CH:21]([CH2:20][C:15]1[CH:14]=[CH:13][CH:18]=[C:17]([OH:19])[CH:16]=1)[C:22]([O:8][CH2:1][C:2]1[CH:7]=[CH:6][CH:5]=[CH:4][CH:3]=1)=[O:23], predict the reactants needed to synthesize it. The reactants are: [CH2:1]([OH:8])[C:2]1[CH:7]=[CH:6][CH:5]=[CH:4][CH:3]=1.O=S(Cl)Cl.[CH:13]1[CH:18]=[C:17]([OH:19])[CH:16]=[C:15]([CH2:20][C@H:21]([NH2:25])[C:22](O)=[O:23])[CH:14]=1. (2) The reactants are: [CH3:1][C:2]1([C:15]([N:17]2[CH2:22][CH2:21][CH2:20][C@@H:19]([NH:23][C:24]3[C:32]4[C:27](=[N:28][CH:29]=[CH:30][C:31]=4[O:33][C:34]4[CH:39]=[CH:38][C:37]([C:40](=[O:49])[NH:41][C:42]5[CH:47]=[C:46]([CH3:48])[CH:45]=[CH:44][N:43]=5)=[CH:36][CH:35]=4)[NH:26][N:25]=3)[CH2:18]2)=[O:16])[CH2:7][CH2:6][N:5](C(OC(C)(C)C)=O)[CH2:4][CH2:3]1.Cl. Given the product [CH3:1][C:2]1([C:15]([N:17]2[CH2:22][CH2:21][CH2:20][C@@H:19]([NH:23][C:24]3[C:32]4[C:27](=[N:28][CH:29]=[CH:30][C:31]=4[O:33][C:34]4[CH:39]=[CH:38][C:37]([C:40]([NH:41][C:42]5[CH:47]=[C:46]([CH3:48])[CH:45]=[CH:44][N:43]=5)=[O:49])=[CH:36][CH:35]=4)[NH:26][N:25]=3)[CH2:18]2)=[O:16])[CH2:3][CH2:4][NH:5][CH2:6][CH2:7]1, predict the reactants needed to synthesize it. (3) Given the product [CH3:1][C:2]1[CH:7]=[C:6]([NH2:8])[CH:5]=[CH:4][C:3]=1[N:11]1[CH2:12][CH2:13][N:14]([CH:17]([C:24]2[O:25][CH:26]=[CH:27][N:28]=2)[C:18]2[CH:19]=[CH:20][CH:21]=[CH:22][CH:23]=2)[CH2:15][CH2:16]1, predict the reactants needed to synthesize it. The reactants are: [CH3:1][C:2]1[CH:7]=[C:6]([N+:8]([O-])=O)[CH:5]=[CH:4][C:3]=1[N:11]1[CH2:16][CH2:15][N:14]([CH:17]([C:24]2[O:25][CH:26]=[CH:27][N:28]=2)[C:18]2[CH:23]=[CH:22][CH:21]=[CH:20][CH:19]=2)[CH2:13][CH2:12]1.[H][H]. (4) Given the product [CH2:13]([O:12][C:10]([C:3]1[N:4]2[CH:9]=[CH:8][CH:7]=[CH:6][C:5]2=[C:1]([Br:15])[N:2]=1)=[O:11])[CH3:14], predict the reactants needed to synthesize it. The reactants are: [CH:1]1[N:2]=[C:3]([C:10]([O:12][CH2:13][CH3:14])=[O:11])[N:4]2[CH:9]=[CH:8][CH:7]=[CH:6][C:5]=12.[Br:15]Br. (5) Given the product [CH3:1][C:2]1([CH3:16])[C:10]2[C:5](=[CH:6][C:7]([N+:12]([O-:14])=[O:13])=[CH:8][C:9]=2[CH3:11])[N:4]([C:17]([O:19][C:20]([CH3:23])([CH3:22])[CH3:21])=[O:18])[C:3]1=[O:15], predict the reactants needed to synthesize it. The reactants are: [CH3:1][C:2]1([CH3:16])[C:10]2[C:5](=[CH:6][C:7]([N+:12]([O-:14])=[O:13])=[CH:8][C:9]=2[CH3:11])[NH:4][C:3]1=[O:15].[C:17](O[C:17]([O:19][C:20]([CH3:23])([CH3:22])[CH3:21])=[O:18])([O:19][C:20]([CH3:23])([CH3:22])[CH3:21])=[O:18].O1CCCC1.C(=O)(O)[O-].[Na+]. (6) Given the product [NH2:1][C:2]1[N:7]=[CH:6][C:5]([C:8]2[CH:29]=[CH:28][C:11]3[N:12]([C:24]([CH3:27])([CH3:26])[CH3:25])[C:13]([C:15]4[CH:16]=[C:17]([CH:20]=[CH:21][C:22]=4[N:31]4[CH:35]=[N:34][C:33]([CH3:36])=[N:32]4)[C:18]#[N:19])=[N:14][C:10]=3[CH:9]=2)=[CH:4][N:3]=1, predict the reactants needed to synthesize it. The reactants are: [NH2:1][C:2]1[N:7]=[CH:6][C:5]([C:8]2[CH:29]=[CH:28][C:11]3[N:12]([C:24]([CH3:27])([CH3:26])[CH3:25])[C:13]([C:15]4[CH:16]=[C:17]([CH:20]=[CH:21][C:22]=4F)[C:18]#[N:19])=[N:14][C:10]=3[CH:9]=2)=[CH:4][N:3]=1.C[N:31]1[CH2:35][N:34]=[CH:33][NH:32]1.[C:36]([O-])([O-])=O.[K+].[K+].